Task: Predict which catalyst facilitates the given reaction.. Dataset: Catalyst prediction with 721,799 reactions and 888 catalyst types from USPTO (1) Reactant: [NH2:1][CH2:2][C:3]1[CH:4]=[N:5][CH:6]=[CH:7][CH:8]=1.[C:9](O[C:9]([O:11][C:12]([CH3:15])([CH3:14])[CH3:13])=[O:10])([O:11][C:12]([CH3:15])([CH3:14])[CH3:13])=[O:10].C(N(C(C)C)CC)(C)C. Product: [C:12]([O:11][C:9](=[O:10])[NH:1][CH2:2][C:3]1[CH:4]=[N:5][CH:6]=[CH:7][CH:8]=1)([CH3:15])([CH3:14])[CH3:13]. The catalyst class is: 2. (2) Product: [Br:1][C:2]1[C:7]2[N:8]([C:14]3[CH:15]=[CH:16][CH:17]=[CH:18][CH:19]=3)[C:9]([C@@H:11]([NH:13][C:22]3[N:30]=[CH:29][N:28]=[C:27]4[C:23]=3[N:24]=[CH:25][N:26]4[CH:31]3[CH2:36][CH2:35][CH2:34][CH2:33][O:32]3)[CH3:12])=[N:10][C:6]=2[CH:5]=[CH:4][C:3]=1[F:20]. The catalyst class is: 51. Reactant: [Br:1][C:2]1[C:7]2[N:8]([C:14]3[CH:19]=[CH:18][CH:17]=[CH:16][CH:15]=3)[C:9]([C@@H:11]([NH2:13])[CH3:12])=[N:10][C:6]=2[CH:5]=[CH:4][C:3]=1[F:20].Cl[C:22]1[N:30]=[CH:29][N:28]=[C:27]2[C:23]=1[N:24]=[CH:25][N:26]2[CH:31]1[CH2:36][CH2:35][CH2:34][CH2:33][O:32]1.CCN(C(C)C)C(C)C. (3) The catalyst class is: 6. Reactant: [F:1][C:2]([F:24])([C:17]1[CH:22]=[CH:21][C:20]([F:23])=[CH:19][N:18]=1)[C:3]1[N:12]=[C:11]([S:13][CH3:14])[C:10]2[C:5](=[CH:6][C:7]([C:15]#[N:16])=[CH:8][CH:9]=2)[N:4]=1.S(=O)(=O)(O)[OH:26].C(=O)(O)[O-].[Na+]. Product: [F:24][C:2]([F:1])([C:17]1[CH:22]=[CH:21][C:20]([F:23])=[CH:19][N:18]=1)[C:3]1[N:12]=[C:11]([S:13][CH3:14])[C:10]2[C:5](=[CH:6][C:7]([C:15]([NH2:16])=[O:26])=[CH:8][CH:9]=2)[N:4]=1. (4) Reactant: [F:1][C:2]1[CH:7]=[CH:6][CH:5]=[C:4]([F:8])[C:3]=1[N:9]1[C:14]2[N:15]=[C:16](S(C)=O)[N:17]=[C:18]([C:19]3[CH:20]=[C:21]([CH:32]=[CH:33][C:34]=3[CH3:35])[C:22]([NH:24][C:25]3[CH:30]=[CH:29][C:28]([F:31])=[CH:27][CH:26]=3)=[O:23])[C:13]=2[CH2:12][NH:11][C:10]1=[O:39].C[N:41]([CH:49]1CCNC[CH2:50]1)[C:42](=[O:48])[O:43][C:44]([CH3:47])([CH3:46])[CH3:45].C([N:58]([CH2:62][CH3:63])[CH:59]([CH3:61])C)(C)C. Product: [F:1][C:2]1[CH:7]=[CH:6][CH:5]=[C:4]([F:8])[C:3]=1[N:9]1[C:14]2[N:15]=[C:16]([N:58]3[CH2:59][CH2:61][CH:50]([CH2:49][NH:41][C:42](=[O:48])[O:43][C:44]([CH3:47])([CH3:46])[CH3:45])[CH2:63][CH2:62]3)[N:17]=[C:18]([C:19]3[CH:20]=[C:21]([C:22]([NH:24][C:25]4[CH:30]=[CH:29][C:28]([F:31])=[CH:27][CH:26]=4)=[O:23])[CH:32]=[CH:33][C:34]=3[CH3:35])[C:13]=2[CH2:12][NH:11][C:10]1=[O:39]. The catalyst class is: 118. (5) Reactant: Br[C:2]1[N:7]2[N:8]=[C:9]([NH2:11])[N:10]=[C:6]2[CH:5]=[CH:4][CH:3]=1.[Cl:12][C:13]1[CH:14]=[C:15](B(O)O)[CH:16]=[CH:17][CH:18]=1.C(=O)([O-])[O-].[Cs+].[Cs+]. Product: [Cl:12][C:13]1[CH:18]=[C:17]([C:2]2[N:7]3[N:8]=[C:9]([NH2:11])[N:10]=[C:6]3[CH:5]=[CH:4][CH:3]=2)[CH:16]=[CH:15][CH:14]=1. The catalyst class is: 13. (6) Reactant: [NH2:1][C:2]1[C:11]2[N:12]=[C:13]([CH2:31][CH2:32][CH2:33][CH3:34])[N:14]([CH2:15][CH2:16][CH2:17][NH:18][CH2:19][C:20]3[CH:25]=[CH:24][C:23]([CH2:26][C:27]([O:29][CH3:30])=[O:28])=[CH:22][CH:21]=3)[C:10]=2[C:9]2[CH:8]=[CH:7][CH:6]=[CH:5][C:4]=2[N:3]=1.C(Cl)Cl.Cl.[CH3:39][N:40]([CH3:45])[CH2:41][C:42](Cl)=[O:43].CCN(CC)CC. The catalyst class is: 3. Product: [NH2:1][C:2]1[C:11]2[N:12]=[C:13]([CH2:31][CH2:32][CH2:33][CH3:34])[N:14]([CH2:15][CH2:16][CH2:17][N:18]([CH2:19][C:20]3[CH:21]=[CH:22][C:23]([CH2:26][C:27]([O:29][CH3:30])=[O:28])=[CH:24][CH:25]=3)[C:42](=[O:43])[CH2:41][N:40]([CH3:45])[CH3:39])[C:10]=2[C:9]2[CH:8]=[CH:7][CH:6]=[CH:5][C:4]=2[N:3]=1. (7) Reactant: [N:1]1([CH2:6][CH2:7][C:8]([NH:10][C:11]2[CH:24]=[CH:23][C:22]3[NH:21][C:20]4[C:15](=[CH:16][CH:17]=[C:18]([NH:25][C:26](=[O:34])[CH2:27][CH2:28][N:29]5[CH2:33][CH2:32][CH2:31][CH2:30]5)[CH:19]=4)[C:14](=O)[C:13]=3[CH:12]=2)=[O:9])[CH2:5][CH2:4][CH2:3][CH2:2]1.P(Cl)(Cl)(Cl)(Cl)[Cl:37].P(Cl)(Cl)(Cl)=O.N. Product: [Cl:37][C:14]1[C:15]2[C:20]([N:21]=[C:22]3[C:13]=1[CH:12]=[C:11]([NH:10][C:8](=[O:9])[CH2:7][CH2:6][N:1]1[CH2:5][CH2:4][CH2:3][CH2:2]1)[CH:24]=[CH:23]3)=[CH:19][C:18]([NH:25][C:26](=[O:34])[CH2:27][CH2:28][N:29]1[CH2:33][CH2:32][CH2:31][CH2:30]1)=[CH:17][CH:16]=2. The catalyst class is: 22. (8) Reactant: [CH3:1][C:2]([O:5][C:6]([NH:8][C@H:9]([C:21](O)=[O:22])[CH2:10][C:11]1[CH:16]=[CH:15][CH:14]=[CH:13][C:12]=1[C:17]([F:20])([F:19])[F:18])=[O:7])([CH3:4])[CH3:3].B.C1COCC1. Product: [OH:22][CH2:21][C@@H:9]([NH:8][C:6](=[O:7])[O:5][C:2]([CH3:3])([CH3:1])[CH3:4])[CH2:10][C:11]1[CH:16]=[CH:15][CH:14]=[CH:13][C:12]=1[C:17]([F:20])([F:19])[F:18]. The catalyst class is: 1. (9) Reactant: [CH2:1]([C:5]1[N:6]([CH3:28])[C:7]2[C:16]3[CH:15]=[C:14]([O:17][CH2:18][CH2:19][CH:20]4[CH2:25][CH2:24][NH:23][CH2:22][CH2:21]4)[CH:13]=[CH:12][C:11]=3[N:10]=[C:9]([NH2:26])[C:8]=2[N:27]=1)[CH2:2][CH2:3][CH3:4].[CH3:29][S:30](O[S:30]([CH3:29])(=[O:32])=[O:31])(=[O:32])=[O:31].C(N(CC)CC)C.O. Product: [CH2:1]([C:5]1[N:6]([CH3:28])[C:7]2[C:16]3[CH:15]=[C:14]([O:17][CH2:18][CH2:19][CH:20]4[CH2:21][CH2:22][N:23]([S:30]([CH3:29])(=[O:32])=[O:31])[CH2:24][CH2:25]4)[CH:13]=[CH:12][C:11]=3[N:10]=[C:9]([NH2:26])[C:8]=2[N:27]=1)[CH2:2][CH2:3][CH3:4]. The catalyst class is: 4. (10) Reactant: [Cl:1][C:2]1[CH:3]=[CH:4][C:5]2[O:9][C:8]([C:10]([OH:12])=O)=[C:7]([CH3:13])[C:6]=2[C:14]=1[O:15][CH3:16].C(Cl)(=O)C(Cl)=O.[CH3:23][O:24][C:25](=[O:47])[C@@H:26]([NH:30][S:31]([C:34]1[CH:39]=[CH:38][C:37]([C:40]2[CH:45]=[CH:44][C:43]([NH2:46])=[CH:42][CH:41]=2)=[CH:36][CH:35]=1)(=[O:33])=[O:32])[CH:27]([CH3:29])[CH3:28].N1C=CC=CC=1. Product: [CH3:23][O:24][C:25](=[O:47])[C@@H:26]([NH:30][S:31]([C:34]1[CH:39]=[CH:38][C:37]([C:40]2[CH:41]=[CH:42][C:43]([NH:46][C:10]([C:8]3[O:9][C:5]4[CH:4]=[CH:3][C:2]([Cl:1])=[C:14]([O:15][CH3:16])[C:6]=4[C:7]=3[CH3:13])=[O:12])=[CH:44][CH:45]=2)=[CH:36][CH:35]=1)(=[O:33])=[O:32])[CH:27]([CH3:29])[CH3:28]. The catalyst class is: 4.